This data is from Peptide-MHC class II binding affinity with 134,281 pairs from IEDB. The task is: Regression. Given a peptide amino acid sequence and an MHC pseudo amino acid sequence, predict their binding affinity value. This is MHC class II binding data. The peptide sequence is EKKYFAATQFEPLAL. The MHC is DRB1_0101 with pseudo-sequence DRB1_0101. The binding affinity (normalized) is 0.597.